This data is from Reaction yield outcomes from USPTO patents with 853,638 reactions. The task is: Predict the reaction yield, written as a fraction of the theoretical maximum amount of product (1.0 means a 100% yield; for example, 0.34 means a 34% yield). (1) The reactants are C1(C(=[N:14][C:15]2[C:16](=[O:44])[N:17]([CH2:36][CH2:37][C:38]3[CH:43]=[CH:42][CH:41]=[CH:40][CH:39]=3)[C:18]([C:22]3[CH:27]=[CH:26][CH:25]=[CH:24][C:23]=3[O:28][CH2:29][C:30]3[CH:35]=[CH:34][CH:33]=[CH:32][CH:31]=3)=[N:19][C:20]=2[CH3:21])C2C=CC=CC=2)C=CC=CC=1.Cl. The catalyst is C1COCC1. The product is [NH2:14][C:15]1[C:16](=[O:44])[N:17]([CH2:36][CH2:37][C:38]2[CH:39]=[CH:40][CH:41]=[CH:42][CH:43]=2)[C:18]([C:22]2[CH:27]=[CH:26][CH:25]=[CH:24][C:23]=2[O:28][CH2:29][C:30]2[CH:35]=[CH:34][CH:33]=[CH:32][CH:31]=2)=[N:19][C:20]=1[CH3:21]. The yield is 0.870. (2) The reactants are [F:1][C:2]1[CH:3]=[C:4]([CH:9]=[CH:10][C:11]=1[O:12][CH3:13])[C:5]([O:7]C)=[O:6]. The catalyst is [OH-].[K+].CO. The product is [F:1][C:2]1[CH:3]=[C:4]([CH:9]=[CH:10][C:11]=1[O:12][CH3:13])[C:5]([OH:7])=[O:6]. The yield is 0.830. (3) The yield is 0.520. The product is [OH:3][CH2:4][CH2:5][O:6][NH:7][C:8]([C:10]1[C:28]([NH:29][C:30]2[CH:35]=[CH:34][C:33]([I:36])=[CH:32][C:31]=2[Cl:37])=[C:27]([F:38])[C:13]2[N:14]=[CH:15][N:16]([CH2:17][CH2:18][CH2:19][CH2:20][N:21]3[CH2:26][CH2:25][O:24][CH2:23][CH2:22]3)[C:12]=2[CH:11]=1)=[O:9]. The reactants are C([O:3][CH2:4][CH2:5][O:6][NH:7][C:8]([C:10]1[C:28]([NH:29][C:30]2[CH:35]=[CH:34][C:33]([I:36])=[CH:32][C:31]=2[Cl:37])=[C:27]([F:38])[C:13]2[N:14]=[CH:15][N:16]([CH2:17][CH2:18][CH2:19][CH2:20][N:21]3[CH2:26][CH2:25][O:24][CH2:23][CH2:22]3)[C:12]=2[CH:11]=1)=[O:9])=C.Cl. The catalyst is C1COCC1.C(OCC)(=O)C.C([O-])(O)=O.[Na+]. (4) The reactants are O=[C:2]1[CH2:7][CH2:6][N:5]([C:8]([O:10][C:11]([CH3:14])([CH3:13])[CH3:12])=[O:9])[CH2:4][CH:3]1[NH:15][C:16](=O)[C:17]1[CH:22]=[CH:21][C:20]([C:23]([F:26])([F:25])[F:24])=[CH:19][CH:18]=1.COC1C=CC(P2(SP(C3C=CC(OC)=CC=3)(=S)S2)=[S:37])=CC=1. The catalyst is C1(C)C=CC=CC=1. The product is [F:24][C:23]([F:26])([F:25])[C:20]1[CH:21]=[CH:22][C:17]([C:16]2[S:37][C:2]3[CH2:7][CH2:6][N:5]([C:8]([O:10][C:11]([CH3:14])([CH3:13])[CH3:12])=[O:9])[CH2:4][C:3]=3[N:15]=2)=[CH:18][CH:19]=1. The yield is 0.910. (5) The reactants are [CH2:1]([CH:8]1[CH2:13][CH2:12][N:11]([CH2:14][CH2:15][CH2:16][N:17]([C:27]2[CH:32]=[CH:31][CH:30]=[CH:29][CH:28]=2)[C:18]([NH:20][CH:21]2[CH2:26][CH2:25][NH:24][CH2:23][CH2:22]2)=[O:19])[CH2:10][CH2:9]1)[C:2]1[CH:7]=[CH:6][CH:5]=[CH:4][CH:3]=1.C(N(CC)CC)C.[CH3:40][S:41](Cl)(=[O:43])=[O:42].C(=O)([O-])O.[Na+]. The catalyst is C1COCC1. The product is [CH2:1]([CH:8]1[CH2:9][CH2:10][N:11]([CH2:14][CH2:15][CH2:16][N:17]([C:27]2[CH:28]=[CH:29][CH:30]=[CH:31][CH:32]=2)[C:18]([NH:20][CH:21]2[CH2:26][CH2:25][N:24]([S:41]([CH3:40])(=[O:43])=[O:42])[CH2:23][CH2:22]2)=[O:19])[CH2:12][CH2:13]1)[C:2]1[CH:3]=[CH:4][CH:5]=[CH:6][CH:7]=1. The yield is 0.600. (6) The reactants are [Br:1][C:2]1[CH:7]=[C:6](F)[C:5]([N+:9]([O-:11])=[O:10])=[CH:4][C:3]=1[F:12].[F:13][CH:14]([F:25])[O:15][C:16]1[CH:21]=[CH:20][C:19]([F:22])=[CH:18][C:17]=1[CH2:23][NH2:24].C(N(CC)CC)C.O. The catalyst is CN(C=O)C. The product is [Br:1][C:2]1[C:3]([F:12])=[CH:4][C:5]([N+:9]([O-:11])=[O:10])=[C:6]([CH:7]=1)[NH:24][CH2:23][C:17]1[CH:18]=[C:19]([F:22])[CH:20]=[CH:21][C:16]=1[O:15][CH:14]([F:25])[F:13]. The yield is 1.00. (7) The reactants are B(Br)(Br)Br.ClCCl.[CH2:8]([N:10]1[C:16](=[O:17])[C:15]([CH3:19])([CH3:18])[C:14](=[O:20])[N:13]([CH3:21])[C:12]2[CH:22]=[C:23]([O:26]C)[CH:24]=[CH:25][C:11]1=2)[CH3:9].O. The catalyst is CO.ClCCl. The product is [CH2:8]([N:10]1[C:16](=[O:17])[C:15]([CH3:19])([CH3:18])[C:14](=[O:20])[N:13]([CH3:21])[C:12]2[CH:22]=[C:23]([OH:26])[CH:24]=[CH:25][C:11]1=2)[CH3:9]. The yield is 0.980. (8) The reactants are [C:1]([O:4][C:5]1[CH:10]=[C:9]([CH3:11])[CH:8]=[CH:7][C:6]=1[C:12]#[N:13])(=[O:3])[CH3:2].[Br:14]N1C(=O)CCC1=O.C(OOC(=O)C1C=CC=CC=1)(=O)C1C=CC=CC=1. The catalyst is C(Cl)(Cl)(Cl)Cl.C(OCC)C. The product is [C:1]([O:4][C:5]1[CH:10]=[C:9]([CH2:11][Br:14])[CH:8]=[CH:7][C:6]=1[C:12]#[N:13])(=[O:3])[CH3:2]. The yield is 0.300. (9) The reactants are O=P(Cl)(Cl)Cl.[CH3:6][C:7]1[CH:8]=[C:9]([CH:13]=[CH:14][C:15]=1[N:16]1[CH:20]=[CH:19][CH:18]=[CH:17]1)[C:10]([NH2:12])=O.[C:21]([O-])([O-])=[O:22].[Na+].[Na+]. The catalyst is CN(C=O)C. The product is [CH:21]([C:17]1[N:16]([C:15]2[CH:14]=[CH:13][C:9]([C:10]#[N:12])=[CH:8][C:7]=2[CH3:6])[CH:20]=[CH:19][CH:18]=1)=[O:22]. The yield is 0.680.